Dataset: Reaction yield outcomes from USPTO patents with 853,638 reactions. Task: Predict the reaction yield, written as a fraction of the theoretical maximum amount of product (1.0 means a 100% yield; for example, 0.34 means a 34% yield). (1) The reactants are [CH3:1][CH2:2][O:3][C:4]([CH:6]1[CH2:10][CH2:9][CH:8]([CH2:11][N:12]([CH2:17][C:18]([O:20]C(C)(C)C)=[O:19])[C:13]([O:15][CH3:16])=[O:14])[N:7]1C(OC(C)(C)C)=O)=[O:5].Cl. The catalyst is O1CCOCC1. The product is [CH2:2]([O:3][C:4]([CH:6]1[CH2:10][CH2:9][CH:8]([CH2:11][N:12]([CH2:17][C:18]([OH:20])=[O:19])[C:13]([O:15][CH3:16])=[O:14])[NH:7]1)=[O:5])[CH3:1]. The yield is 1.00. (2) The reactants are [S:1]1[CH:5]=[CH:4][CH:3]=[C:2]1[C:6](Cl)=[O:7].[CH3:9][N:10]1[C:19]2[C:14](=[CH:15][C:16]([CH3:20])=[CH:17][CH:18]=2)[C:13]([N:21]2[CH2:26][CH2:25][NH:24][CH2:23][CH2:22]2)=[C:12]([C:27]#[N:28])[C:11]1=[O:29]. The catalyst is N1C=CC=CC=1. The product is [CH3:9][N:10]1[C:19]2[C:14](=[CH:15][C:16]([CH3:20])=[CH:17][CH:18]=2)[C:13]([N:21]2[CH2:26][CH2:25][N:24]([C:6]([C:2]3[S:1][CH:5]=[CH:4][CH:3]=3)=[O:7])[CH2:23][CH2:22]2)=[C:12]([C:27]#[N:28])[C:11]1=[O:29]. The yield is 0.700.